This data is from TCR-epitope binding with 47,182 pairs between 192 epitopes and 23,139 TCRs. The task is: Binary Classification. Given a T-cell receptor sequence (or CDR3 region) and an epitope sequence, predict whether binding occurs between them. (1) The TCR CDR3 sequence is CSVEGATGANVLTF. The epitope is AVFDRKSDAK. Result: 1 (the TCR binds to the epitope). (2) The epitope is RISNCVADY. The TCR CDR3 sequence is CASTGTDYGYTF. Result: 0 (the TCR does not bind to the epitope). (3) The epitope is SLFNTVATLY. The TCR CDR3 sequence is CATQQGLGTGELFF. Result: 1 (the TCR binds to the epitope).